From a dataset of Full USPTO retrosynthesis dataset with 1.9M reactions from patents (1976-2016). Predict the reactants needed to synthesize the given product. (1) Given the product [F:7][C:8]1[CH:17]=[C:16]([N:18]2[CH:22]=[CH:21][CH:20]=[N:19]2)[CH:15]=[CH:14][C:9]=1[CH2:10][OH:11], predict the reactants needed to synthesize it. The reactants are: [H-].[Al+3].[Li+].[H-].[H-].[H-].[F:7][C:8]1[CH:17]=[C:16]([N:18]2[CH:22]=[CH:21][CH:20]=[N:19]2)[CH:15]=[CH:14][C:9]=1[C:10](OC)=[O:11].O. (2) Given the product [Cl:1][C:2]1[CH:7]=[CH:6][C:5]([C:26]2[C:27]([C:28]([O:30][CH3:31])=[O:29])=[CH:32][CH:33]=[CH:34][N:35]=2)=[CH:4][C:3]=1[C:11]([NH:13][CH2:14][C:15]12[CH2:24][CH:19]3[CH2:20][CH:21]([CH2:23][CH:17]([CH2:18]3)[CH2:16]1)[CH2:22]2)=[O:12], predict the reactants needed to synthesize it. The reactants are: [Cl:1][C:2]1[CH:7]=[CH:6][C:5](B(O)O)=[CH:4][C:3]=1[C:11]([NH:13][CH2:14][C:15]12[CH2:24][CH:19]3[CH2:20][CH:21]([CH2:23][CH:17]([CH2:18]3)[CH2:16]1)[CH2:22]2)=[O:12].Cl[C:26]1[N:35]=[CH:34][CH:33]=[CH:32][C:27]=1[C:28]([O:30][CH3:31])=[O:29].C(=O)([O-])[O-].[K+].[K+].O. (3) Given the product [CH2:38]([N:40]([CH3:41])[CH2:13][CH2:12][O:11][C:7]1[CH:6]=[C:5]2[C:10](=[CH:9][CH:8]=1)[N:2]([CH3:1])[N:3]=[C:4]2[S:25]([C:28]1[C:37]2[C:32](=[CH:33][CH:34]=[CH:35][CH:36]=2)[CH:31]=[CH:30][CH:29]=1)(=[O:26])=[O:27])[CH3:39], predict the reactants needed to synthesize it. The reactants are: [CH3:1][N:2]1[C:10]2[C:5](=[CH:6][C:7]([O:11][CH2:12][CH2:13]OS(C3C=CC(C)=CC=3)(=O)=O)=[CH:8][CH:9]=2)[C:4]([S:25]([C:28]2[C:37]3[C:32](=[CH:33][CH:34]=[CH:35][CH:36]=3)[CH:31]=[CH:30][CH:29]=2)(=[O:27])=[O:26])=[N:3]1.[CH2:38]([NH:40][CH3:41])[CH3:39]. (4) Given the product [CH:29]1([CH2:28][O:27][C@H:19]2[CH2:20][C:21]3[C:26](=[CH:25][CH:24]=[CH:23][CH:22]=3)[C@H:18]2[NH:17][C:12]2[C:11]([CH2:30][CH3:31])=[N:10][C:9]([C:3]3[CH:4]=[CH:5][C:6]([Cl:8])=[CH:7][C:2]=3[Cl:1])=[C:14]([CH2:15][CH3:16])[N:13]=2)[CH2:34][CH2:33]1, predict the reactants needed to synthesize it. The reactants are: [Cl:1][C:2]1[CH:7]=[C:6]([Cl:8])[CH:5]=[CH:4][C:3]=1[C:9]1[N:10]=[C:11]([CH2:30][CH3:31])[C:12]([NH:17][C@@H:18]2[C:26]3[C:21](=[CH:22][CH:23]=[CH:24][CH:25]=3)[CH2:20][C@@H:19]2[O:27][CH2:28][CH3:29])=[N:13][C:14]=1[CH2:15][CH3:16].Br[CH2:33][CH:34]1CC1. (5) Given the product [CH:29]12[CH2:36][CH2:35][CH:34]1[CH2:33][CH2:32][CH2:31][N:30]2[CH2:2]/[CH:3]=[CH:4]/[C:5]([NH:7][C:8]1[CH:9]=[C:10]2[C:15](=[CH:16][C:17]=1[O:18][CH3:19])[N:14]=[CH:13][N:12]=[C:11]2[NH:20][C:21]1[CH:26]=[CH:25][C:24]([F:27])=[C:23]([Cl:28])[CH:22]=1)=[O:6], predict the reactants needed to synthesize it. The reactants are: Br[CH2:2]/[CH:3]=[CH:4]/[C:5]([NH:7][C:8]1[CH:9]=[C:10]2[C:15](=[CH:16][C:17]=1[O:18][CH3:19])[N:14]=[CH:13][N:12]=[C:11]2[NH:20][C:21]1[CH:26]=[CH:25][C:24]([F:27])=[C:23]([Cl:28])[CH:22]=1)=[O:6].[CH:29]12[CH2:36][CH2:35][CH:34]1[CH2:33][CH2:32][CH2:31][NH:30]2.CCN(C(C)C)C(C)C.O. (6) Given the product [CH3:3][C:4]1[CH:5]=[C:6]([CH:20]=[CH:21][C:22]=1[CH3:23])[C:7]([CH:9]1[C:18](=[O:19])[C:17]2[C:12](=[CH:13][CH:14]=[CH:15][CH:16]=2)[N:11]([CH2:26][C:27]2[CH:28]=[N:29][CH:30]=[CH:31][CH:32]=2)[CH2:10]1)=[O:8], predict the reactants needed to synthesize it. The reactants are: [H-].[Na+].[CH3:3][C:4]1[CH:5]=[C:6]([CH:20]=[CH:21][C:22]=1[CH3:23])[C:7]([C:9]1[C:18](=[O:19])[C:17]2[C:12](=[CH:13][CH:14]=[CH:15][CH:16]=2)[NH:11][CH:10]=1)=[O:8].Br.Br[CH2:26][C:27]1[CH:28]=[N:29][CH:30]=[CH:31][CH:32]=1. (7) Given the product [N:1]1([C:5]2[C:10]([C:11]([C:13]3[CH:14]=[N:15][N:16]([CH3:28])[C:17]=3[C:18]3[CH:23]=[CH:22][C:21]([C:24]([F:27])([F:25])[F:26])=[CH:20][N:19]=3)=[O:12])=[C:9]([Cl:29])[N:8]=[CH:7][N:6]=2)[CH2:4][CH2:3][CH2:2]1, predict the reactants needed to synthesize it. The reactants are: [N:1]1([C:5]2[C:10]([CH:11]([C:13]3[CH:14]=[N:15][N:16]([CH3:28])[C:17]=3[C:18]3[CH:23]=[CH:22][C:21]([C:24]([F:27])([F:26])[F:25])=[CH:20][N:19]=3)[OH:12])=[C:9]([Cl:29])[N:8]=[CH:7][N:6]=2)[CH2:4][CH2:3][CH2:2]1.CC(OI1(OC(C)=O)(OC(C)=O)OC(=O)C2C=CC=CC1=2)=O.